This data is from Catalyst prediction with 721,799 reactions and 888 catalyst types from USPTO. The task is: Predict which catalyst facilitates the given reaction. (1) Reactant: C[O:2][C:3]1[C:8]2[NH:9][C:10]([C:12]3[S:13][CH:14]=[CH:15][CH:16]=3)=[N:11][C:7]=2[C:6]([C:17]([OH:19])=[O:18])=[CH:5][CH:4]=1.B(Br)(Br)Br. Product: [OH:2][C:3]1[C:8]2[NH:9][C:10]([C:12]3[S:13][CH:14]=[CH:15][CH:16]=3)=[N:11][C:7]=2[C:6]([C:17]([OH:19])=[O:18])=[CH:5][CH:4]=1. The catalyst class is: 68. (2) Reactant: [F:1][C:2]1[CH:3]=[C:4]2[C:9](=[CH:10][C:11]=1[F:12])[N:8]=[C:7]([C:13]([O:15]CC)=[O:14])[C:6]([OH:18])=[N:5]2.O.[OH-].[Li+].Cl. Product: [F:1][C:2]1[CH:3]=[C:4]2[C:9](=[CH:10][C:11]=1[F:12])[N:8]=[C:7]([C:13]([OH:15])=[O:14])[C:6]([OH:18])=[N:5]2. The catalyst class is: 20. (3) Reactant: [C:1]([O:5][C:6]([N:8]1[CH2:13][CH2:12][N:11]([C:14](=[O:28])[CH2:15][O:16][C:17]2[CH:22]=[CH:21][C:20]([C:23]([O:25]C)=[O:24])=[C:19]([Cl:27])[CH:18]=2)[CH2:10][CH2:9]1)=[O:7])([CH3:4])([CH3:3])[CH3:2].C[Si](C)(C)[O-].[K+].[SiH3][O-].[K+]. Product: [C:1]([O:5][C:6]([N:8]1[CH2:9][CH2:10][N:11]([C:14](=[O:28])[CH2:15][O:16][C:17]2[CH:22]=[CH:21][C:20]([C:23]([OH:25])=[O:24])=[C:19]([Cl:27])[CH:18]=2)[CH2:12][CH2:13]1)=[O:7])([CH3:4])([CH3:2])[CH3:3]. The catalyst class is: 20. (4) Reactant: Cl[CH:2]([CH2:5][C:6]1[CH:16]=[CH:15][C:9]2[N:10]=[C:11]([S:13][CH3:14])[S:12][C:8]=2[CH:7]=1)[CH:3]=O.[Cl:17][C:18]1[N:23]=[N:22][C:21]([NH2:24])=[CH:20][CH:19]=1.O. Product: [Cl:17][C:18]1[CH:19]=[CH:20][C:21]2[N:22]([C:2]([CH2:5][C:6]3[CH:16]=[CH:15][C:9]4[N:10]=[C:11]([S:13][CH3:14])[S:12][C:8]=4[CH:7]=3)=[CH:3][N:24]=2)[N:23]=1. The catalyst class is: 51. (5) Reactant: C1(P(C2C=CC=CC=2)C2C=CC=CC=2)C=CC=CC=1.[C:20]([O:24][C:25]([N:27]1[CH2:33][CH2:32][CH:31]([N:34]=[N+]=[N-])[CH:30]([OH:37])[CH2:29][N:28]1[C:38]([O:40][CH2:41][C:42]1[CH:47]=[CH:46][CH:45]=[CH:44][CH:43]=1)=[O:39])=[O:26])([CH3:23])([CH3:22])[CH3:21].O.[C:49]([NH:66][C@H:67]([C:72](O)=[O:73])[CH2:68][CH:69]([CH3:71])[CH3:70])([O:51][CH2:52][CH:53]1[C:65]2[C:60](=[CH:61][CH:62]=[CH:63][CH:64]=2)[C:59]2[C:54]1=[CH:55][CH:56]=[CH:57][CH:58]=2)=[O:50].ON1C2C=CC=CC=2N=N1.Cl.CN(C)CCCN=C=NCC.C(N(CC)C(C)C)(C)C. Product: [C:20]([O:24][C:25]([N:27]1[CH2:33][CH2:32][CH:31]([NH:34][C:72](=[O:73])[C@@H:67]([NH:66][C:49]([O:51][CH2:52][CH:53]2[C:54]3[CH:55]=[CH:56][CH:57]=[CH:58][C:59]=3[C:60]3[C:65]2=[CH:64][CH:63]=[CH:62][CH:61]=3)=[O:50])[CH2:68][CH:69]([CH3:71])[CH3:70])[CH:30]([OH:37])[CH2:29][N:28]1[C:38]([O:40][CH2:41][C:42]1[CH:47]=[CH:46][CH:45]=[CH:44][CH:43]=1)=[O:39])=[O:26])([CH3:23])([CH3:22])[CH3:21]. The catalyst class is: 20.